This data is from NCI-60 drug combinations with 297,098 pairs across 59 cell lines. The task is: Regression. Given two drug SMILES strings and cell line genomic features, predict the synergy score measuring deviation from expected non-interaction effect. (1) Drug 2: N.N.Cl[Pt+2]Cl. Synergy scores: CSS=27.9, Synergy_ZIP=-9.73, Synergy_Bliss=-3.22, Synergy_Loewe=-23.2, Synergy_HSA=-2.19. Cell line: NCI-H522. Drug 1: COC1=CC(=CC(=C1O)OC)C2C3C(COC3=O)C(C4=CC5=C(C=C24)OCO5)OC6C(C(C7C(O6)COC(O7)C8=CC=CS8)O)O. (2) Synergy scores: CSS=75.2, Synergy_ZIP=2.26, Synergy_Bliss=2.76, Synergy_Loewe=-0.805, Synergy_HSA=3.19. Drug 1: CC12CCC3C(C1CCC2=O)CC(=C)C4=CC(=O)C=CC34C. Cell line: MOLT-4. Drug 2: COC1=NC(=NC2=C1N=CN2C3C(C(C(O3)CO)O)O)N. (3) Drug 1: CCN(CC)CCCC(C)NC1=C2C=C(C=CC2=NC3=C1C=CC(=C3)Cl)OC. Drug 2: B(C(CC(C)C)NC(=O)C(CC1=CC=CC=C1)NC(=O)C2=NC=CN=C2)(O)O. Cell line: ACHN. Synergy scores: CSS=75.6, Synergy_ZIP=1.50, Synergy_Bliss=-1.09, Synergy_Loewe=-8.41, Synergy_HSA=-5.94. (4) Drug 1: CN1C2=C(C=C(C=C2)N(CCCl)CCCl)N=C1CCCC(=O)O.Cl. Drug 2: CC1C(C(CC(O1)OC2CC(CC3=C2C(=C4C(=C3O)C(=O)C5=C(C4=O)C(=CC=C5)OC)O)(C(=O)CO)O)N)O.Cl. Cell line: SF-295. Synergy scores: CSS=20.8, Synergy_ZIP=-2.91, Synergy_Bliss=-2.57, Synergy_Loewe=-34.6, Synergy_HSA=-1.79. (5) Synergy scores: CSS=-1.77, Synergy_ZIP=-0.753, Synergy_Bliss=-3.38, Synergy_Loewe=-5.87, Synergy_HSA=-5.28. Drug 2: C#CCC(CC1=CN=C2C(=N1)C(=NC(=N2)N)N)C3=CC=C(C=C3)C(=O)NC(CCC(=O)O)C(=O)O. Drug 1: CC12CCC3C(C1CCC2O)C(CC4=C3C=CC(=C4)O)CCCCCCCCCS(=O)CCCC(C(F)(F)F)(F)F. Cell line: SNB-75. (6) Cell line: SN12C. Synergy scores: CSS=47.2, Synergy_ZIP=-3.55, Synergy_Bliss=-3.42, Synergy_Loewe=-0.419, Synergy_HSA=1.13. Drug 2: CC1=C(N=C(N=C1N)C(CC(=O)N)NCC(C(=O)N)N)C(=O)NC(C(C2=CN=CN2)OC3C(C(C(C(O3)CO)O)O)OC4C(C(C(C(O4)CO)O)OC(=O)N)O)C(=O)NC(C)C(C(C)C(=O)NC(C(C)O)C(=O)NCCC5=NC(=CS5)C6=NC(=CS6)C(=O)NCCC[S+](C)C)O. Drug 1: C1CN1C2=NC(=NC(=N2)N3CC3)N4CC4. (7) Drug 1: C1=CC(=CC=C1C#N)C(C2=CC=C(C=C2)C#N)N3C=NC=N3. Drug 2: C(CC(=O)O)C(=O)CN.Cl. Cell line: NCI-H226. Synergy scores: CSS=11.8, Synergy_ZIP=-3.45, Synergy_Bliss=-0.418, Synergy_Loewe=0.645, Synergy_HSA=2.20. (8) Drug 1: CC12CCC3C(C1CCC2=O)CC(=C)C4=CC(=O)C=CC34C. Drug 2: C1CNP(=O)(OC1)N(CCCl)CCCl. Cell line: OVCAR-4. Synergy scores: CSS=15.5, Synergy_ZIP=2.82, Synergy_Bliss=3.74, Synergy_Loewe=-18.1, Synergy_HSA=2.46. (9) Drug 1: CS(=O)(=O)C1=CC(=C(C=C1)C(=O)NC2=CC(=C(C=C2)Cl)C3=CC=CC=N3)Cl. Drug 2: CC1CCC2CC(C(=CC=CC=CC(CC(C(=O)C(C(C(=CC(C(=O)CC(OC(=O)C3CCCCN3C(=O)C(=O)C1(O2)O)C(C)CC4CCC(C(C4)OC)OCCO)C)C)O)OC)C)C)C)OC. Cell line: UO-31. Synergy scores: CSS=39.0, Synergy_ZIP=-5.51, Synergy_Bliss=-1.60, Synergy_Loewe=1.50, Synergy_HSA=1.86.